This data is from Reaction yield outcomes from USPTO patents with 853,638 reactions. The task is: Predict the reaction yield, written as a fraction of the theoretical maximum amount of product (1.0 means a 100% yield; for example, 0.34 means a 34% yield). (1) The reactants are [CH3:1][C:2]1[C:6]2[C:7](=[O:19])[N:8]([CH2:11][CH2:12][N:13]3[CH2:18][CH2:17][O:16][CH2:15][CH2:14]3)[CH2:9][CH2:10][C:5]=2[NH:4][C:3]=1[CH:20]=O.[NH:22]1[CH2:27][CH2:26][CH:25]([C:28]2[CH:36]=[CH:35][CH:34]=[C:33]3[C:29]=2[CH2:30][C:31](=[O:37])[NH:32]3)[CH2:24][CH2:23]1. No catalyst specified. The product is [CH3:1][C:2]1[C:6]2[C:7](=[O:19])[N:8]([CH2:11][CH2:12][N:13]3[CH2:14][CH2:15][O:16][CH2:17][CH2:18]3)[CH2:9][CH2:10][C:5]=2[NH:4][C:3]=1[CH:20]=[C:30]1[C:29]2[C:33](=[CH:34][CH:35]=[CH:36][C:28]=2[CH:25]2[CH2:24][CH2:23][NH:22][CH2:27][CH2:26]2)[NH:32][C:31]1=[O:37]. The yield is 0.429. (2) The reactants are [C:1]([O:5][C:6](=[O:29])[NH:7][CH:8]1[CH2:13][CH2:12][N:11]([C:14]2[N:22]=[CH:21][N:20]=[C:19]3[C:15]=2[N:16]=[CH:17][N:18]3[CH:23]2[CH2:28][CH2:27][CH2:26][CH2:25][O:24]2)[CH2:10][CH2:9]1)([CH3:4])([CH3:3])[CH3:2].[H-].[Na+].[CH3:32]I.O. The catalyst is CN(C)C=O.C(OCC)(=O)C. The product is [C:1]([O:5][C:6](=[O:29])[N:7]([CH3:32])[CH:8]1[CH2:9][CH2:10][N:11]([C:14]2[N:22]=[CH:21][N:20]=[C:19]3[C:15]=2[N:16]=[CH:17][N:18]3[CH:23]2[CH2:28][CH2:27][CH2:26][CH2:25][O:24]2)[CH2:12][CH2:13]1)([CH3:4])([CH3:2])[CH3:3]. The yield is 0.730. (3) The reactants are Br[C:2]1[CH:3]=[C:4]([CH:7]=[O:8])[S:5][CH:6]=1.[F:9][C:10]1[C:15](B(O)O)=[CH:14][CH:13]=[CH:12][N:11]=1.C(=O)([O-])[O-].[Na+].[Na+].COCCOC. The catalyst is C1C=CC([P]([Pd]([P](C2C=CC=CC=2)(C2C=CC=CC=2)C2C=CC=CC=2)([P](C2C=CC=CC=2)(C2C=CC=CC=2)C2C=CC=CC=2)[P](C2C=CC=CC=2)(C2C=CC=CC=2)C2C=CC=CC=2)(C2C=CC=CC=2)C2C=CC=CC=2)=CC=1.O. The product is [F:9][C:10]1[C:15]([C:2]2[CH:3]=[C:4]([CH:7]=[O:8])[S:5][CH:6]=2)=[CH:14][CH:13]=[CH:12][N:11]=1. The yield is 0.530. (4) The reactants are [OH:1][C:2]1[C:10]2[N:9]=[C:8]([CH3:11])[N:7]([CH3:12])[C:6]=2[CH:5]=[C:4]([CH2:13][O:14][CH3:15])[C:3]=1[CH2:16][CH2:17][C:18]([C:20]1[CH:25]=[CH:24][CH:23]=[CH:22][C:21]=1[CH3:26])=[O:19].CC([O-])(C)C.[K+].[H][H].[Cl-].[NH4+]. The catalyst is C(O)(C)C.O.ClCCl. The product is [OH:19][C@@H:18]([C:20]1[CH:25]=[CH:24][CH:23]=[CH:22][C:21]=1[CH3:26])[CH2:17][CH2:16][C:3]1[C:4]([CH2:13][O:14][CH3:15])=[CH:5][C:6]2[N:7]([CH3:12])[C:8]([CH3:11])=[N:9][C:10]=2[C:2]=1[OH:1]. The yield is 0.710.